The task is: Predict the product of the given reaction.. This data is from Forward reaction prediction with 1.9M reactions from USPTO patents (1976-2016). (1) The product is: [CH2:26]([NH:28][C:29](=[O:46])[NH:30][C:31]1[CH:36]=[CH:35][C:34]([C:2]2[N:3]=[C:4]([N:19]3[CH2:24][CH2:23][O:22][CH2:21][C@@H:20]3[CH3:25])[C:5]3[CH2:11][CH2:10][N:9]([C:12]([O:14][C:15]([CH3:18])([CH3:17])[CH3:16])=[O:13])[CH2:8][C:6]=3[N:7]=2)=[CH:33][CH:32]=1)[CH3:27]. Given the reactants Cl[C:2]1[N:3]=[C:4]([N:19]2[CH2:24][CH2:23][O:22][CH2:21][C@@H:20]2[CH3:25])[C:5]2[CH2:11][CH2:10][N:9]([C:12]([O:14][C:15]([CH3:18])([CH3:17])[CH3:16])=[O:13])[CH2:8][C:6]=2[N:7]=1.[CH2:26]([NH:28][C:29](=[O:46])[NH:30][C:31]1[CH:36]=[CH:35][C:34](B2OC(C)(C)C(C)(C)O2)=[CH:33][CH:32]=1)[CH3:27].C([O-])([O-])=O.[Na+].[Na+], predict the reaction product. (2) Given the reactants Cl.[C:2]([O:6][C:7]([N:9]1[CH2:18][CH2:17][C:12]2([CH2:16][NH:15][CH2:14][CH2:13]2)[CH2:11][CH2:10]1)=[O:8])([CH3:5])([CH3:4])[CH3:3].C1([O:25][C:26](=O)[NH:27][C:28]2[CH:29]=[N:30][CH:31]=[CH:32][CH:33]=2)C=CC=CC=1, predict the reaction product. The product is: [C:2]([O:6][C:7]([N:9]1[CH2:10][CH2:11][C:12]2([CH2:16][N:15]([C:26](=[O:25])[NH:27][C:28]3[CH:29]=[N:30][CH:31]=[CH:32][CH:33]=3)[CH2:14][CH2:13]2)[CH2:17][CH2:18]1)=[O:8])([CH3:5])([CH3:3])[CH3:4]. (3) Given the reactants [C:1]([O:5][C:6]([NH:8][CH2:9][C@H:10]1[CH2:15][CH2:14][C@H:13]([C:16]([NH:18][C@@H:19]([CH2:23][C:24]2[CH:29]=[CH:28][C:27]([C:30]3[CH:35]=[CH:34][C:33]([C:36](=[O:51])[NH:37][CH:38]4[CH2:43][CH2:42][N:41]([C:44]([O:46][C:47]([CH3:50])([CH3:49])[CH3:48])=[O:45])[CH2:40][CH2:39]4)=[CH:32][C:31]=3[CH3:52])=[CH:26][CH:25]=2)[C:20](O)=[O:21])=[O:17])[CH2:12][CH2:11]1)=[O:7])([CH3:4])([CH3:3])[CH3:2].[NH2:53][C:54]1[CH:63]=[CH:62][C:57]2[NH:58][C:59](=[O:61])[O:60][C:56]=2[CH:55]=1.C(N(CC)C(C)C)(C)C.F[P-](F)(F)(F)(F)F.CN(C(ON1C2=NC=CC=C2N=N1)=[N+](C)C)C, predict the reaction product. The product is: [C:1]([O:5][C:6]([NH:8][CH2:9][C@H:10]1[CH2:15][CH2:14][C@H:13]([C:16]([NH:18][C@H:19]([C:20](=[O:21])[NH:53][C:54]2[CH:63]=[CH:62][C:57]3[NH:58][C:59](=[O:61])[O:60][C:56]=3[CH:55]=2)[CH2:23][C:24]2[CH:29]=[CH:28][C:27]([C:30]3[CH:35]=[CH:34][C:33]([C:36]([NH:37][CH:38]4[CH2:39][CH2:40][N:41]([C:44]([O:46][C:47]([CH3:50])([CH3:49])[CH3:48])=[O:45])[CH2:42][CH2:43]4)=[O:51])=[CH:32][C:31]=3[CH3:52])=[CH:26][CH:25]=2)=[O:17])[CH2:12][CH2:11]1)=[O:7])([CH3:3])([CH3:2])[CH3:4]. (4) Given the reactants [CH3:1][Si:2]([CH3:9])([CH3:8])N1C=CN=C1.[Br:10][C:11]1[CH:12]=[C:13]([C:17]([OH:22])([CH2:20][CH3:21])[CH2:18][CH3:19])[CH:14]=[CH:15][CH:16]=1, predict the reaction product. The product is: [Br:10][C:11]1[CH:12]=[C:13]([C:17]([CH2:18][CH3:19])([O:22][Si:2]([CH3:1])([CH3:8])[CH3:9])[CH2:20][CH3:21])[CH:14]=[CH:15][CH:16]=1. (5) Given the reactants [CH2:1]([N:3]1[C:7](OS(C(F)(F)F)(=O)=O)=[CH:6][C:5]([C:16]2[CH:21]=[CH:20][CH:19]=[CH:18][N:17]=2)=[N:4]1)[CH3:2].C1(S([N:31]2[C:39]3[C:34](=[CH:35][C:36](B4OC(C)(C)C(C)(C)O4)=[CH:37][CH:38]=3)[CH:33]=[C:32]2[C:49]2[C:54]([F:55])=[CH:53][CH:52]=[CH:51][C:50]=2[F:56])(=O)=O)C=CC=CC=1, predict the reaction product. The product is: [F:55][C:54]1[CH:53]=[CH:52][CH:51]=[C:50]([F:56])[C:49]=1[C:32]1[NH:31][C:39]2[C:34]([CH:33]=1)=[CH:35][C:36]([C:7]1[N:3]([CH2:1][CH3:2])[N:4]=[C:5]([C:16]3[CH:21]=[CH:20][CH:19]=[CH:18][N:17]=3)[CH:6]=1)=[CH:37][CH:38]=2. (6) Given the reactants [Mg].II.Br[CH2:5][CH2:6][CH2:7][CH2:8][CH3:9].[O:10]1[CH2:14][CH2:13][O:12][CH:11]1[C:15]1[CH:22]=[CH:21][C:18]([C:19]#N)=[CH:17][CH:16]=1.Cl.CC[O:26]CC, predict the reaction product. The product is: [O:10]1[CH2:14][CH2:13][O:12][CH:11]1[C:15]1[CH:22]=[CH:21][C:18]([C:19](=[O:26])[CH2:5][CH2:6][CH2:7][CH2:8][CH3:9])=[CH:17][CH:16]=1. (7) Given the reactants [NH2:1][C:2]1[N:3]([CH3:8])[N:4]=[CH:5][C:6]=1[Br:7].[I:9][C:10]1[CH:11]=[C:12]([CH:16]=[CH:17][CH:18]=1)[C:13](Cl)=[O:14].N1C=CC=CC=1, predict the reaction product. The product is: [Br:7][C:6]1[CH:5]=[N:4][N:3]([CH3:8])[C:2]=1[NH:1][C:13](=[O:14])[C:12]1[CH:16]=[CH:17][CH:18]=[C:10]([I:9])[CH:11]=1. (8) Given the reactants [C:1]([O:5][C:6]([N:8]1[CH2:13][CH2:12][N:11]([C:14]2[N:22]=[C:21]3[C:17]([N:18]=[C:19]([C:23]4[C:24]([O:30]C)=[N:25][CH:26]=[CH:27][C:28]=4I)[NH:20]3)=[C:16]([CH3:32])[N:15]=2)[CH2:10][CH2:9]1)=[O:7])([CH3:4])([CH3:3])[CH3:2].[ClH:33].C(N(CC)CC)C.C(OC(OC(C)(C)C)=O)(OC(C)(C)C)=O.C([O-])(O)=O.[Na+], predict the reaction product. The product is: [C:1]([O:5][C:6]([N:8]1[CH2:13][CH2:12][N:11]([C:14]2[N:22]=[C:21]3[C:17]([N:18]=[C:19]([C:23]4[C:24](=[O:30])[NH:25][CH:26]=[CH:27][C:28]=4[Cl:33])[NH:20]3)=[C:16]([CH3:32])[N:15]=2)[CH2:10][CH2:9]1)=[O:7])([CH3:4])([CH3:3])[CH3:2]. (9) Given the reactants [H-].[Na+].[NH:3]1[CH:7]=[CH:6][C:5]([CH:8]=[O:9])=[CH:4]1.[C:10]([C:14]1[N:18]([CH2:19][CH:20]2[CH2:25][CH2:24][CH:23]([F:26])[CH2:22][CH2:21]2)[C:17]2[CH:27]=[CH:28][C:29]([S:31](Cl)(=[O:33])=[O:32])=[CH:30][C:16]=2[N:15]=1)([CH3:13])([CH3:12])[CH3:11], predict the reaction product. The product is: [C:10]([C:14]1[N:18]([CH2:19][CH:20]2[CH2:21][CH2:22][CH:23]([F:26])[CH2:24][CH2:25]2)[C:17]2[CH:27]=[CH:28][C:29]([S:31]([N:3]3[CH:7]=[CH:6][C:5]([CH:8]=[O:9])=[CH:4]3)(=[O:32])=[O:33])=[CH:30][C:16]=2[N:15]=1)([CH3:13])([CH3:11])[CH3:12].